The task is: Predict the reaction yield, written as a fraction of the theoretical maximum amount of product (1.0 means a 100% yield; for example, 0.34 means a 34% yield).. This data is from Reaction yield outcomes from USPTO patents with 853,638 reactions. The product is [Br:1][C:2]1[CH:15]=[N:14][C:5]2[NH:6][CH2:7][C:8]([CH3:11])([CH3:12])[CH2:9][O:10][C:4]=2[CH:3]=1. The catalyst is C1COCC1. The reactants are [Br:1][C:2]1[CH:15]=[N:14][C:5]2[NH:6][C:7](=O)[C:8]([CH3:12])([CH3:11])[CH2:9][O:10][C:4]=2[CH:3]=1. The yield is 0.440.